This data is from Full USPTO retrosynthesis dataset with 1.9M reactions from patents (1976-2016). The task is: Predict the reactants needed to synthesize the given product. (1) Given the product [N:31]1[CH:30]=[CH:3][CH:4]=[CH:5][C:6]=1[CH2:7][NH:8][CH2:9][CH2:10][NH:11][C:12]([C:14]1[S:15][CH:16]=[CH:17][C:18]=1[NH:19][C:20]1[CH:25]=[CH:24][N:23]=[C:22]2[NH:26][CH:27]=[CH:28][C:21]=12)=[O:13], predict the reactants needed to synthesize it. The reactants are: CO[C:3]1[CH:30]=C[C:6]([CH2:7][NH:8][CH2:9][CH2:10][NH:11][C:12]([C:14]2[S:15][CH:16]=[CH:17][C:18]=2[NH:19][C:20]2[CH:25]=[CH:24][N:23]=[C:22]3[NH:26][CH:27]=[CH:28][C:21]=23)=[O:13])=[CH:5][CH:4]=1.[N:31]1C=CC=CC=1C=O. (2) Given the product [F:1][C:2]1[CH:7]=[C:6]([C:8]2[S:12][C:11]([C:13]3[CH:14]=[CH:15][C:16]([S:19]([CH3:20])(=[O:36])=[O:39])=[CH:17][CH:18]=3)=[N:10][C:9]=2[C:21]2[CH:26]=[CH:25][CH:24]=[C:23]([CH3:27])[CH:22]=2)[CH:5]=[CH:4][N:3]=1, predict the reactants needed to synthesize it. The reactants are: [F:1][C:2]1[CH:7]=[C:6]([C:8]2[S:12][C:11]([C:13]3[CH:18]=[CH:17][C:16]([S:19][CH3:20])=[CH:15][CH:14]=3)=[N:10][C:9]=2[C:21]2[CH:26]=[CH:25][CH:24]=[C:23]([CH3:27])[CH:22]=2)[CH:5]=[CH:4][N:3]=1.ClC1C=CC=C(C(OO)=[O:36])C=1.[OH-:39].[Na+]. (3) The reactants are: C(N(CC)CC)C.C([SiH](CC)CC)C.[N:15]1([S:19]([C:22]2[CH:23]=[C:24](Br)[C:25]([O:28][C:29]3[CH:30]=[C:31]([CH:41]=[C:42]([O:44][C@@H:45]([CH3:49])[CH2:46][O:47][CH3:48])[CH:43]=3)[C:32]([NH:34][C:35]3[CH:39]=[CH:38][N:37]([CH3:40])[N:36]=3)=[O:33])=[N:26][CH:27]=2)(=[O:21])=[O:20])[CH2:18][CH2:17][CH2:16]1.CO. Given the product [N:15]1([S:19]([C:22]2[CH:23]=[CH:24][C:25]([O:28][C:29]3[CH:30]=[C:31]([CH:41]=[C:42]([O:44][C@@H:45]([CH3:49])[CH2:46][O:47][CH3:48])[CH:43]=3)[C:32]([NH:34][C:35]3[CH:39]=[CH:38][N:37]([CH3:40])[N:36]=3)=[O:33])=[N:26][CH:27]=2)(=[O:21])=[O:20])[CH2:16][CH2:17][CH2:18]1, predict the reactants needed to synthesize it. (4) Given the product [F:38][C:20]1[CH:21]=[C:22]([CH:25]2[CH2:30][CH2:29][NH:28][CH2:27][CH2:26]2)[CH:23]=[CH:24][C:19]=1[NH:18][C:10]1[N:9]=[C:8]([CH2:7][CH2:6][C:5]2[CH:39]=[CH:40][CH:41]=[CH:42][C:4]=2[CH2:3][C:2]([NH2:1])=[O:43])[C:13]([C:14]([F:16])([F:15])[F:17])=[CH:12][N:11]=1, predict the reactants needed to synthesize it. The reactants are: [NH2:1][C:2](=[O:43])[CH2:3][C:4]1[CH:42]=[CH:41][CH:40]=[CH:39][C:5]=1[CH2:6][CH2:7][C:8]1[C:13]([C:14]([F:17])([F:16])[F:15])=[CH:12][N:11]=[C:10]([NH:18][C:19]2[CH:24]=[CH:23][C:22]([CH:25]3[CH2:30][CH2:29][N:28](C(OC(C)(C)C)=O)[CH2:27][CH2:26]3)=[CH:21][C:20]=2[F:38])[N:9]=1.C(O)(C(F)(F)F)=O.C(Cl)Cl. (5) Given the product [CH2:30]([N:3]1[CH2:8][CH2:7][CH:6]([CH2:9][CH2:10][CH2:11][CH2:12][NH:13][C:14](=[O:23])[CH:15]=[CH:16][C:17]2[CH:18]=[N:19][CH:20]=[CH:21][CH:22]=2)[CH2:5][CH2:4]1)[C:31]1[CH:36]=[CH:35][CH:34]=[CH:33][CH:32]=1, predict the reactants needed to synthesize it. The reactants are: Cl.Cl.[NH:3]1[CH2:8][CH2:7][CH:6]([CH2:9][CH2:10][CH2:11][CH2:12][NH:13][C:14](=[O:23])[CH:15]=[CH:16][C:17]2[CH:18]=[N:19][CH:20]=[CH:21][CH:22]=2)[CH2:5][CH2:4]1.C(=O)([O-])[O-].[K+].[K+].[CH2:30](Br)[C:31]1[CH:36]=[CH:35][CH:34]=[CH:33][CH:32]=1. (6) Given the product [CH3:31][NH:40][C:38]1[CH:27]=[CH:28][C:23]([S:20]([NH:19][C:16]2[CH:15]=[CH:14][C:13]([C:9]3[CH:10]=[C:11]([NH:36][CH3:35])[N:7]([C:4]4[CH:3]=[CH:2][C:1]([CH3:30])=[CH:6][CH:5]=4)[N:8]=3)=[CH:18][CH:17]=2)(=[O:22])=[O:21])=[CH:24][CH:39]=1, predict the reactants needed to synthesize it. The reactants are: [C:1]1([CH3:30])[CH:6]=[CH:5][C:4]([N:7]2[C:11](N)=[CH:10][C:9]([C:13]3[CH:18]=[CH:17][C:16]([NH:19][S:20]([C:23]4[CH:28]=[CH:27]C(N)=C[CH:24]=4)(=[O:22])=[O:21])=[CH:15][CH:14]=3)=[N:8]2)=[CH:3][CH:2]=1.[CH2:31]=O.O.[BH3-][C:35]#[N:36].[Na+].[C:38](#[N:40])[CH3:39]. (7) Given the product [NH:25]1[C:29]2[CH:30]=[CH:31][C:32]([CH2:34][NH:1][C:4]3[C:5]4[CH:6]=[CH:7][C:8]([NH:21][C:20]5[CH:22]=[CH:23][CH:24]=[C:18]([CH:15]6[CH2:17][CH2:16]6)[CH:19]=5)=[N:9][C:10]=4[CH:11]=[CH:12][CH:13]=3)=[CH:33][C:28]=2[N:27]=[CH:26]1, predict the reactants needed to synthesize it. The reactants are: [N+:1]([C:4]1[CH:13]=[CH:12][CH:11]=[C:10]2[C:5]=1[CH:6]=[CH:7][C:8](Cl)=[N:9]2)([O-])=O.[CH:15]1([C:18]2[CH:19]=[C:20]([CH:22]=[CH:23][CH:24]=2)[NH2:21])[CH2:17][CH2:16]1.[NH:25]1[C:29]2[CH:30]=[CH:31][C:32]([CH:34]=O)=[CH:33][C:28]=2[N:27]=[CH:26]1. (8) Given the product [CH2:14]([C:13]([C:10]1[CH:11]=[CH:12][C:7]([OH:6])=[C:8]([CH3:35])[CH:9]=1)([C:18]1[CH:23]=[CH:22][C:21]([C:24]#[C:25][CH:26]([OH:27])[C:28]2([CH3:33])[CH2:32][CH2:31][CH2:30][CH2:29]2)=[C:20]([CH3:34])[CH:19]=1)[CH2:16][CH3:17])[CH3:15], predict the reactants needed to synthesize it. The reactants are: C([Si](C)(C)[O:6][C:7]1[CH:12]=[CH:11][C:10]([C:13]([C:18]2[CH:23]=[CH:22][C:21]([C:24]#[C:25][C:26]([C:28]3([CH3:33])[CH2:32][CH2:31][CH2:30][CH2:29]3)=[O:27])=[C:20]([CH3:34])[CH:19]=2)([CH2:16][CH3:17])[CH2:14][CH3:15])=[CH:9][C:8]=1[CH3:35])(C)(C)C.[BH4-].[Na+].C(OCC)(=O)C.[F-].C([N+](CCCC)(CCCC)CCCC)CCC.